The task is: Predict the reaction yield, written as a fraction of the theoretical maximum amount of product (1.0 means a 100% yield; for example, 0.34 means a 34% yield).. This data is from Reaction yield outcomes from USPTO patents with 853,638 reactions. (1) The reactants are [CH2:1]([C:5]1[O:6][CH:7]=[CH:8][CH:9]=1)[CH2:2][CH2:3][CH3:4].[Li]CCCC.[CH2:15]1[O:17][CH2:16]1. The catalyst is C1COCC1. The product is [CH2:1]([C:5]1[O:6][C:7]([CH2:15][CH2:16][OH:17])=[CH:8][CH:9]=1)[CH2:2][CH2:3][CH3:4]. The yield is 1.00. (2) The yield is 0.540. The reactants are CN1CCN(C2C=C[C:11]3[C:12](C=2)=[CH:13][CH:14]=[C:15]2[C:20]=3[O:19][C:18]([C:21]([NH:23][C:24]3[CH:29]=[CH:28][C:27]([N:30]4[CH2:35][CH2:34][O:33][CH2:32][CH2:31]4)=[CH:26][CH:25]=3)=[O:22])=[CH:17][C:16]2=[O:36])CC1.C1C=CC2N(O)N=NC=2C=1.CN([C:51]([O:55]N1N=NC2C=CC=CC1=2)=[N+](C)C)C.[B-](F)(F)(F)F.[CH2:70]([N:72]([CH2:75]C)[CH2:73][CH3:74])[CH3:71].COC1C=C([N:85]2CCOCC2)C=CC=1N. The catalyst is CN(C)C1C=CN=CC=1.CN(C)C=O.C(OCC)(=O)C. The product is [CH3:51][O:55][C:29]1[CH:28]=[C:27]([N:30]2[CH2:31][CH2:32][O:33][CH2:34][CH2:35]2)[CH:26]=[CH:25][C:24]=1[NH:23][C:21]([C:18]1[O:19][C:20]2[C:15]([C:16](=[O:36])[CH:17]=1)=[CH:14][CH:13]=[CH:12][C:11]=2[N:85]1[CH2:74][CH2:73][N:72]([CH3:75])[CH2:70][CH2:71]1)=[O:22].